From a dataset of Full USPTO retrosynthesis dataset with 1.9M reactions from patents (1976-2016). Predict the reactants needed to synthesize the given product. (1) Given the product [C:7]1([C:5]2[N:4]([C:13]3[CH:18]=[CH:17][C:16]([S:19]([NH2:22])(=[O:20])=[O:21])=[CH:15][CH:14]=3)[N:3]=[C:2]([NH:1][C:32]([NH:31][C:27]3[CH:28]=[CH:29][CH:30]=[C:25]([C:24]([F:23])([F:34])[F:35])[CH:26]=3)=[O:33])[CH:6]=2)[CH:8]=[CH:9][CH:10]=[CH:11][CH:12]=1, predict the reactants needed to synthesize it. The reactants are: [NH2:1][C:2]1[CH:6]=[C:5]([C:7]2[CH:12]=[CH:11][CH:10]=[CH:9][CH:8]=2)[N:4]([C:13]2[CH:18]=[CH:17][C:16]([S:19]([NH2:22])(=[O:21])=[O:20])=[CH:15][CH:14]=2)[N:3]=1.[F:23][C:24]([F:35])([F:34])[C:25]1[CH:26]=[C:27]([N:31]=[C:32]=[O:33])[CH:28]=[CH:29][CH:30]=1.C(N(CC)CC)C.O. (2) Given the product [O:1]1[C:5]2[CH:6]=[CH:7][C:8]([CH2:10][N:11]3[C:12](=[O:27])[C:13]4[C:22](=[C:21]([OH:25])[C:20]5[N:19]=[CH:18][CH:17]=[N:16][C:15]=5[C:14]=4[O:26][C:28](=[O:34])[CH2:29][CH2:30][CH2:31][CH2:32][CH3:33])[C:23]3=[O:24])=[CH:9][C:4]=2[O:3][CH2:2]1, predict the reactants needed to synthesize it. The reactants are: [O:1]1[C:5]2[CH:6]=[CH:7][C:8]([CH2:10][N:11]3[C:23](=[O:24])[C:22]4[C:13](=[C:14]([OH:26])[C:15]5[N:16]=[CH:17][CH:18]=[N:19][C:20]=5[C:21]=4[OH:25])[C:12]3=[O:27])=[CH:9][C:4]=2[O:3][CH2:2]1.[C:28](O)(=[O:34])[CH2:29][CH2:30][CH2:31][CH2:32][CH3:33].CN(C(ON1N=NC2C=CC=CC1=2)=[N+](C)C)C.[B-](F)(F)(F)F.C(N(CC)CC)C. (3) Given the product [F:39][C:36]([F:37])([F:38])[O:35][C:32]1[CH:33]=[CH:34][C:29]([CH2:28][N:17]([S:18]([C:21]2[CH:26]=[CH:25][C:24]([F:27])=[CH:23][CH:22]=2)(=[O:19])=[O:20])[C:15]2[CH:14]=[CH:13][C:12]3[N:8]([CH2:7][C:6]([OH:43])=[O:5])[C:9]([CH2:40][CH2:41][CH3:42])=[N:10][C:11]=3[CH:16]=2)=[CH:30][CH:31]=1, predict the reactants needed to synthesize it. The reactants are: C([O:5][C:6](=[O:43])[CH2:7][N:8]1[C:12]2[CH:13]=[CH:14][C:15]([N:17]([CH2:28][C:29]3[CH:34]=[CH:33][C:32]([O:35][C:36]([F:39])([F:38])[F:37])=[CH:31][CH:30]=3)[S:18]([C:21]3[CH:26]=[CH:25][C:24]([F:27])=[CH:23][CH:22]=3)(=[O:20])=[O:19])=[CH:16][C:11]=2[N:10]=[C:9]1[CH2:40][CH2:41][CH3:42])(C)(C)C.C(O)(C(F)(F)F)=O.